From a dataset of Reaction yield outcomes from USPTO patents with 853,638 reactions. Predict the reaction yield, written as a fraction of the theoretical maximum amount of product (1.0 means a 100% yield; for example, 0.34 means a 34% yield). (1) The reactants are [Br:1]N1C(=O)CCC1=O.[CH2:9]([N:13]([CH2:20][CH2:21][CH2:22][CH3:23])[C:14]1[CH:19]=[CH:18][CH:17]=[CH:16][CH:15]=1)[CH2:10][CH2:11][CH3:12].O. The catalyst is CN(C=O)C. The product is [Br:1][C:17]1[CH:18]=[CH:19][C:14]([N:13]([CH2:20][CH2:21][CH2:22][CH3:23])[CH2:9][CH2:10][CH2:11][CH3:12])=[CH:15][CH:16]=1. The yield is 0.930. (2) The product is [CH2:12]([S:1][C:2]1[CH:9]=[C:8]([O:10][CH3:11])[CH:7]=[CH:6][C:3]=1[C:4]#[N:5])[C:13]1[CH:18]=[CH:17][CH:16]=[CH:15][CH:14]=1. The catalyst is CN(C=O)C. The reactants are [SH:1][C:2]1[CH:9]=[C:8]([O:10][CH3:11])[CH:7]=[CH:6][C:3]=1[C:4]#[N:5].[CH2:12](Br)[C:13]1[CH:18]=[CH:17][CH:16]=[CH:15][CH:14]=1.C([O-])([O-])=O.[K+].[K+]. The yield is 0.940. (3) The yield is 0.310. The catalyst is C(#N)C.C(Cl)Cl. The product is [Cl:1][C:2]1[CH:3]=[CH:4][C:5]([O:15][CH2:16][C:17]2[C:22]([F:23])=[CH:21][CH:20]=[CH:19][C:18]=2[F:24])=[C:6]([C:8]2[N:25]([C:26]3[CH:27]=[C:28]([C:36]([OH:38])=[O:37])[C:29]4[C:34]([CH:35]=3)=[CH:33][CH:32]=[CH:31][CH:30]=4)[C:11]([CH3:12])=[CH:10][CH:9]=2)[CH:7]=1. The reactants are [Cl:1][C:2]1[CH:3]=[CH:4][C:5]([O:15][CH2:16][C:17]2[C:22]([F:23])=[CH:21][CH:20]=[CH:19][C:18]=2[F:24])=[C:6]([C:8](=O)[CH2:9][CH2:10][C:11](=O)[CH3:12])[CH:7]=1.[NH2:25][C:26]1[CH:27]=[C:28]([C:36]([OH:38])=[O:37])[C:29]2[C:34]([CH:35]=1)=[CH:33][CH:32]=[CH:31][CH:30]=2.CC1C=CC(S(O)(=O)=O)=CC=1. (4) The product is [OH:62][C:59]1[CH:60]=[CH:61][C:56]([CH:55]([NH:63][C:24]([C@@H:20]2[CH2:21][CH2:22][CH2:23][N:18]([C:16](=[O:17])[CH2:15][CH2:14][CH:11]3[CH2:12][CH2:13][N:8]([C:6]([O:5][C:1]([CH3:3])([CH3:2])[CH3:4])=[O:7])[CH2:9][CH2:10]3)[CH2:19]2)=[O:25])[CH2:54][C:53]([O:52][CH3:51])=[O:64])=[CH:57][CH:58]=1. The reactants are [C:1]([O:5][C:6]([N:8]1[CH2:13][CH2:12][CH:11]([CH2:14][CH2:15][C:16]([N:18]2[CH2:23][CH2:22][CH2:21][C@@H:20]([C:24](O)=[O:25])[CH2:19]2)=[O:17])[CH2:10][CH2:9]1)=[O:7])([CH3:4])([CH3:3])[CH3:2].CN(C(ON1N=NC2C=CC=NC1=2)=[N+](C)C)C.F[P-](F)(F)(F)(F)F.[CH3:51][O:52][C:53](=[O:64])[CH2:54][CH:55]([NH2:63])[C:56]1[CH:61]=[CH:60][C:59]([OH:62])=[CH:58][CH:57]=1.C(N(C(C)C)C(C)C)C. The catalyst is CN(C)C=O.O. The yield is 0.830. (5) The reactants are [F:1][C:2]1[CH:7]=[CH:6][CH:5]=[CH:4][C:3]=1[CH2:8][C:9]([OH:11])=[O:10].[C:12]1([C@@H:18](O)[CH3:19])[CH:17]=[CH:16][CH:15]=[CH:14][CH:13]=1.CCN=C=NCCCN(C)C. The catalyst is CN(C1C=CN=CC=1)C.C(Cl)Cl. The product is [F:1][C:2]1[CH:7]=[CH:6][CH:5]=[CH:4][C:3]=1[CH2:8][C:9]([O:11][C@H:18]([C:12]1[CH:17]=[CH:16][CH:15]=[CH:14][CH:13]=1)[CH3:19])=[O:10]. The yield is 0.920.